From a dataset of Peptide-MHC class I binding affinity with 185,985 pairs from IEDB/IMGT. Regression. Given a peptide amino acid sequence and an MHC pseudo amino acid sequence, predict their binding affinity value. This is MHC class I binding data. (1) The MHC is HLA-A03:01 with pseudo-sequence HLA-A03:01. The peptide sequence is VTDSQYALGI. The binding affinity (normalized) is 0. (2) The peptide sequence is NLFTFLHEI. The MHC is HLA-A02:01 with pseudo-sequence HLA-A02:01. The binding affinity (normalized) is 0.991.